The task is: Predict the reactants needed to synthesize the given product.. This data is from Full USPTO retrosynthesis dataset with 1.9M reactions from patents (1976-2016). (1) Given the product [CH3:36][O:35][C:4]1[CH:5]=[C:6]([NH:9][C:10]2[CH:15]=[C:14]([O:16][C:17]3[C:26]4[C:21](=[CH:22][CH:23]=[CH:24][CH:25]=4)[C:20]([NH:27][C:28](=[O:34])[O:29][C:30]([CH3:31])([CH3:32])[CH3:33])=[CH:19][CH:18]=3)[CH:13]=[CH:12][N:11]=2)[CH:7]=[CH:8][C:3]=1[C:1]1[N:37]=[N:38][NH:39][N:2]=1, predict the reactants needed to synthesize it. The reactants are: [C:1]([C:3]1[CH:8]=[CH:7][C:6]([NH:9][C:10]2[CH:15]=[C:14]([O:16][C:17]3[C:26]4[C:21](=[CH:22][CH:23]=[CH:24][CH:25]=4)[C:20]([NH:27][C:28](=[O:34])[O:29][C:30]([CH3:33])([CH3:32])[CH3:31])=[CH:19][CH:18]=3)[CH:13]=[CH:12][N:11]=2)=[CH:5][C:4]=1[O:35][CH3:36])#[N:2].[N:37]([Sn](CCCC)(CCCC)CCCC)=[N+:38]=[N-:39]. (2) Given the product [CH3:20][C:7]1[C:6](/[CH:3]=[CH:2]/[C:1]#[N:4])=[CH:10][N:9]([C:11]2[CH:16]=[CH:15][N:14]=[C:13]3[NH:17][CH:18]=[CH:19][C:12]=23)[N:8]=1, predict the reactants needed to synthesize it. The reactants are: [C:1](#[N:4])[CH:2]=[CH2:3].Br[C:6]1[C:7]([CH3:20])=[N:8][N:9]([C:11]2[CH:16]=[CH:15][N:14]=[C:13]3[NH:17][CH:18]=[CH:19][C:12]=23)[CH:10]=1.CC[N+](CC)(CC)CC.CN(C=O)C.